From a dataset of Forward reaction prediction with 1.9M reactions from USPTO patents (1976-2016). Predict the product of the given reaction. Given the reactants [O:1]1[CH2:5][CH2:4][CH:3]([C:6]2[NH:10][N:9]=[C:8](N)[CH:7]=2)[CH2:2]1.O.C1(C)C=CC(S(O)(=O)=O)=CC=1.N([O-])=O.[Na+].[I-:28].[Na+], predict the reaction product. The product is: [I:28][C:8]1[CH:7]=[C:6]([CH:3]2[CH2:4][CH2:5][O:1][CH2:2]2)[NH:10][N:9]=1.